This data is from Peptide-MHC class I binding affinity with 185,985 pairs from IEDB/IMGT. The task is: Regression. Given a peptide amino acid sequence and an MHC pseudo amino acid sequence, predict their binding affinity value. This is MHC class I binding data. (1) The binding affinity (normalized) is 0.0847. The peptide sequence is IVHVDHECF. The MHC is HLA-B15:09 with pseudo-sequence HLA-B15:09. (2) The peptide sequence is VTIPQIGGM. The MHC is HLA-A02:50 with pseudo-sequence HLA-A02:50. The binding affinity (normalized) is 0.0847. (3) The MHC is HLA-A26:01 with pseudo-sequence HLA-A26:01. The binding affinity (normalized) is 0.0847. The peptide sequence is GITGGHIPK. (4) The peptide sequence is TAFVNQCLW. The MHC is Mamu-B17 with pseudo-sequence Mamu-B17. The binding affinity (normalized) is 0.573.